The task is: Predict which catalyst facilitates the given reaction.. This data is from Catalyst prediction with 721,799 reactions and 888 catalyst types from USPTO. (1) Reactant: [Cl:1][C:2]1[CH:20]=[CH:19][C:5]([C:6]([N:8]2[C:12]3[CH:13]=[CH:14][CH:15]=[CH:16][C:11]=3[S:10][CH:9]2C#N)=O)=[CH:4][CH:3]=1.F[B-](F)(F)F.[H+].[C:27]([C:33]([O:35][CH3:36])=[O:34])#[C:28][C:29]([O:31][CH3:32])=[O:30]. Product: [Cl:1][C:2]1[CH:3]=[CH:4][C:5]([C:6]2[N:8]3[C:9]([S:10][C:11]4[CH:16]=[CH:15][CH:14]=[CH:13][C:12]=43)=[C:28]([C:29]([O:31][CH3:32])=[O:30])[C:27]=2[C:33]([O:35][CH3:36])=[O:34])=[CH:19][CH:20]=1. The catalyst class is: 139. (2) Reactant: C[O:2][C:3]1[CH:4]=[C:5]2[C:10](=[CH:11][C:12]=1[O:13]C)[NH:9][C:8](=[O:15])[N:7]=[CH:6]2.C(OC(=O)C)(=O)C. Product: [OH:2][C:3]1[CH:4]=[C:5]2[C:10](=[CH:11][C:12]=1[OH:13])[NH:9][C:8](=[O:15])[N:7]=[CH:6]2. The catalyst class is: 201. (3) Reactant: N#N.[N+:3]([C:6]1[CH:10]=[N:9][N:8]([CH2:11][C:12]2[S:13][CH:14]=[C:15]([C:17](OC)=[O:18])[N:16]=2)[N:7]=1)([O-:5])=[O:4].CC(C[AlH]CC(C)C)C.[C@H](O)(C([O-])=O)[C@@H](O)C([O-])=O.[Na+].[K+]. Product: [N+:3]([C:6]1[CH:10]=[N:9][N:8]([CH2:11][C:12]2[S:13][CH:14]=[C:15]([CH2:17][OH:18])[N:16]=2)[N:7]=1)([O-:5])=[O:4]. The catalyst class is: 1. (4) Reactant: CON(C)[C:4](=O)[C:5]1[CH:10]=[CH:9][C:8]([F:11])=[CH:7][C:6]=1[NH:12][CH2:13][CH2:14][CH3:15].[H-].[H-].[H-].[H-].[Li+].[Al+3].C1(P(=[CH:43][C:44]([O:46][CH3:47])=[O:45])(C2C=CC=CC=2)C2C=CC=CC=2)C=CC=CC=1. Product: [CH3:47][O:46][C:44](=[O:45])[CH:43]=[CH:4][C:5]1[CH:10]=[CH:9][C:8]([F:11])=[CH:7][C:6]=1[NH:12][CH2:13][CH2:14][CH3:15]. The catalyst class is: 182. (5) Reactant: [CH2:1]([O:8][C:9]1[C:10]([C:25]([O:27][CH3:28])=[O:26])=[N:11][C:12]([N:19]2[CH2:24][CH2:23][NH:22][CH2:21][CH2:20]2)=[C:13]2[C:18]=1[N:17]=[CH:16][CH:15]=[CH:14]2)[C:2]1[CH:7]=[CH:6][CH:5]=[CH:4][CH:3]=1.[C:29]([O:33][C:34]([NH:36][CH2:37][C:38]1[CH:51]=[CH:50][C:49]([F:52])=[CH:48][C:39]=1[O:40][CH2:41][CH2:42][CH2:43][CH2:44][C:45](O)=[O:46])=[O:35])([CH3:32])([CH3:31])[CH3:30].C(N(C(C)C)CC)(C)C.CN(C(ON1N=NC2C=CC=CC1=2)=[N+](C)C)C.F[P-](F)(F)(F)(F)F. Product: [CH2:1]([O:8][C:9]1[C:10]([C:25]([O:27][CH3:28])=[O:26])=[N:11][C:12]([N:19]2[CH2:24][CH2:23][N:22]([C:45](=[O:46])[CH2:44][CH2:43][CH2:42][CH2:41][O:40][C:39]3[CH:48]=[C:49]([F:52])[CH:50]=[CH:51][C:38]=3[CH2:37][NH:36][C:34]([O:33][C:29]([CH3:31])([CH3:30])[CH3:32])=[O:35])[CH2:21][CH2:20]2)=[C:13]2[C:18]=1[N:17]=[CH:16][CH:15]=[CH:14]2)[C:2]1[CH:7]=[CH:6][CH:5]=[CH:4][CH:3]=1. The catalyst class is: 4.